Task: Predict the reaction yield, written as a fraction of the theoretical maximum amount of product (1.0 means a 100% yield; for example, 0.34 means a 34% yield).. Dataset: Reaction yield outcomes from USPTO patents with 853,638 reactions (1) The reactants are [NH2:1][C:2]1[CH:3]=[C:4]2[C:9](=[CH:10][CH:11]=1)[O:8][CH:7]=[CH:6][C:5]2=[O:12].[Cl:13][C:14]1[CH:19]=[CH:18][C:17]([N:20]=[C:21]=[O:22])=[CH:16][CH:15]=1. The catalyst is C1(C)C=CC=CC=1. The product is [Cl:13][C:14]1[CH:19]=[CH:18][C:17]([NH:20][C:21]([NH:1][C:2]2[CH:3]=[C:4]3[C:9](=[CH:10][CH:11]=2)[O:8][CH:7]=[CH:6][C:5]3=[O:12])=[O:22])=[CH:16][CH:15]=1. The yield is 0.990. (2) The reactants are [CH:1]([C:3]1[C:4]([CH3:28])=[C:5]2[C:10]([NH:11][C:12]3[CH:17]=[CH:16][C:15]([O:18][C:19]4[CH:24]=[CH:23][CH:22]=[CH:21][CH:20]=4)=[CH:14][CH:13]=3)=[C:9]([C:25]#[N:26])[CH:8]=[N:7][N:6]2[CH:27]=1)=O.[NH2:29][OH:30]. The catalyst is CO.O. The product is [OH:30][N:29]=[CH:1][C:3]1[C:4]([CH3:28])=[C:5]2[C:10]([NH:11][C:12]3[CH:17]=[CH:16][C:15]([O:18][C:19]4[CH:24]=[CH:23][CH:22]=[CH:21][CH:20]=4)=[CH:14][CH:13]=3)=[C:9]([C:25]#[N:26])[CH:8]=[N:7][N:6]2[CH:27]=1. The yield is 0.780.